Dataset: Full USPTO retrosynthesis dataset with 1.9M reactions from patents (1976-2016). Task: Predict the reactants needed to synthesize the given product. (1) Given the product [ClH:15].[CH2:1]([O:8][C:9]1[CH:10]=[CH:11][C:12]([NH2:18])=[N:13][CH:14]=1)[C:2]1[CH:7]=[CH:6][CH:5]=[CH:4][CH:3]=1, predict the reactants needed to synthesize it. The reactants are: [CH2:1]([O:8][C:9]1[CH:10]=[CH:11][C:12]([Cl:15])=[N:13][CH:14]=1)[C:2]1[CH:7]=[CH:6][CH:5]=[CH:4][CH:3]=1.C[Si](C)(C)[N-:18][Si](C)(C)C.[Li+].Cl.C(=O)(O)[O-].[Na+]. (2) Given the product [CH3:34][C:33]([CH3:39])([CH3:38])[CH2:10][N:12]1[CH2:17][CH2:16][N:15]2[C:18](=[O:31])[N:19]([C@H:22]3[CH2:24][C@@H:23]3[C:25]3[CH:30]=[CH:29][CH:28]=[CH:27][CH:26]=3)[C:20](=[O:21])[C@@H:14]2[CH2:13]1, predict the reactants needed to synthesize it. The reactants are: ClC1C(Cl)=CC=CC=1N[C:10]([N:12]1[CH2:17][CH2:16][N:15]2[C:18](=[O:31])[N:19]([C@H:22]3[CH2:24][C@@H:23]3[C:25]3[CH:30]=[CH:29][CH:28]=[CH:27][CH:26]=3)[C:20](=[O:21])[C@@H:14]2[CH2:13]1)=O.Cl.[C:33]1([C@H:39]2C[C@@H]2N2C(=O)[C@@H]3CNCCN3C2=O)[CH:38]=CC=C[CH:34]=1.C(Cl)(=O)C(C)(C)C. (3) Given the product [CH2:23]([O:22][CH:21]([O:25][CH2:26][CH3:27])[CH2:20][N:6]1[CH2:7][CH2:8][C:3]([F:9])([F:2])[CH2:4][CH2:5]1)[CH3:24], predict the reactants needed to synthesize it. The reactants are: Cl.[F:2][C:3]1([F:9])[CH2:8][CH2:7][NH:6][CH2:5][CH2:4]1.C(N(CC)C(C)C)(C)C.Br[CH2:20][CH:21]([O:25][CH2:26][CH3:27])[O:22][CH2:23][CH3:24]. (4) Given the product [C:1]([C:5]1[CH:9]=[C:8]([NH:10][C:11]([NH:13][C@@H:14]2[C:23]3[C:18](=[CH:19][CH:20]=[CH:21][CH:22]=3)[C@H:17]([O:24][C:25]3[CH:26]=[CH:27][C:28]4[N:29]([C:31]([N:34]5[C@H:39]([CH3:40])[CH2:38][CH2:37][CH2:36][C@@H:35]5[CH3:41])=[N:32][N:33]=4)[CH:30]=3)[CH2:16][CH2:15]2)=[O:12])[N:7]([C:42]2[CH:43]=[N:44][N:45]([CH2:47][CH2:48][N:55]([CH3:56])[CH3:54])[CH:46]=2)[N:6]=1)([CH3:3])([CH3:2])[CH3:4], predict the reactants needed to synthesize it. The reactants are: [C:1]([C:5]1[CH:9]=[C:8]([NH:10][C:11]([NH:13][C@@H:14]2[C:23]3[C:18](=[CH:19][CH:20]=[CH:21][CH:22]=3)[C@H:17]([O:24][C:25]3[CH:26]=[CH:27][C:28]4[N:29]([C:31]([N:34]5[C@H:39]([CH3:40])[CH2:38][CH2:37][CH2:36][C@@H:35]5[CH3:41])=[N:32][N:33]=4)[CH:30]=3)[CH2:16][CH2:15]2)=[O:12])[N:7]([C:42]2[CH:43]=[N:44][N:45]([CH2:47][CH2:48]OS(C)(=O)=O)[CH:46]=2)[N:6]=1)([CH3:4])([CH3:3])[CH3:2].[CH3:54][NH:55][CH3:56]. (5) Given the product [CH2:1]([C:3]1[CH:4]=[C:5]([CH:6]([OH:7])[C:25]([F:28])([F:27])[F:26])[CH:8]=[CH:9][C:10]=1[N:11]([CH3:22])[C:12]1[N:17]=[CH:16][C:15]2[N:18]=[CH:19][N:20]([CH3:21])[C:14]=2[CH:13]=1)[CH3:2], predict the reactants needed to synthesize it. The reactants are: [CH2:1]([C:3]1[CH:4]=[C:5]([CH:8]=[CH:9][C:10]=1[N:11]([CH3:22])[C:12]1[N:17]=[CH:16][C:15]2[N:18]=[CH:19][N:20]([CH3:21])[C:14]=2[CH:13]=1)[CH:6]=[O:7])[CH3:2].C[Si](C)(C)[C:25]([F:28])([F:27])[F:26]. (6) Given the product [NH:2]=[C:1]([N:33]1[CH2:38][CH2:37][O:36][CH2:35][CH2:34]1)[C:3]1[CH:4]=[C:5]([NH:9][C:10](=[O:32])[NH:11][C:12]2[CH:17]=[CH:16][C:15]([S:18]([NH:21][C:22]3[CH:27]=[CH:26][C:25]([S:28](=[O:30])(=[O:31])[NH2:29])=[CH:24][CH:23]=3)(=[O:20])=[O:19])=[CH:14][CH:13]=2)[CH:6]=[CH:7][CH:8]=1, predict the reactants needed to synthesize it. The reactants are: [C:1]([C:3]1[CH:4]=[C:5]([NH:9][C:10](=[O:32])[NH:11][C:12]2[CH:17]=[CH:16][C:15]([S:18]([NH:21][C:22]3[CH:27]=[CH:26][C:25]([S:28](=[O:31])(=[O:30])[NH2:29])=[CH:24][CH:23]=3)(=[O:20])=[O:19])=[CH:14][CH:13]=2)[CH:6]=[CH:7][CH:8]=1)#[N:2].[NH:33]1[CH2:38][CH2:37][O:36][CH2:35][CH2:34]1.CCN(C(C)C)C(C)C. (7) Given the product [CH3:37][N:38]([CH3:43])[CH2:39][C:40]([N:26]1[CH2:25][CH2:24][C:23]([C:21]2[S:22][C:15]3[C:16](=[N:17][CH:18]=[CH:19][C:14]=3[O:13][C:12]3[CH:29]=[CH:30][C:31]([N+:33]([O-:35])=[O:34])=[CH:32][C:11]=3[F:10])[CH:20]=2)=[CH:28][CH2:27]1)=[O:41], predict the reactants needed to synthesize it. The reactants are: CCN(C(C)C)C(C)C.[F:10][C:11]1[CH:32]=[C:31]([N+:33]([O-:35])=[O:34])[CH:30]=[CH:29][C:12]=1[O:13][C:14]1[CH:19]=[CH:18][N:17]=[C:16]2[CH:20]=[C:21]([C:23]3[CH2:24][CH2:25][NH:26][CH2:27][CH:28]=3)[S:22][C:15]=12.Cl.[CH3:37][N:38]([CH3:43])[CH2:39][C:40](Cl)=[O:41].